Task: Predict the product of the given reaction.. Dataset: Forward reaction prediction with 1.9M reactions from USPTO patents (1976-2016) (1) Given the reactants [CH3:1][N:2]([CH2:4][CH2:5][N:6]1[C:20](=[O:21])[C:15]2=[CH:16][C:17]([NH2:19])=[CH:18][C:13]3[C:14]2=[C:9]([CH:10]=[CH:11][CH:12]=3)[C:7]1=[O:8])[CH3:3].[Cl:22][C:23]1[CH:28]=[CH:27][C:26]([N:29]=[C:30]=[O:31])=[CH:25][CH:24]=1, predict the reaction product. The product is: [CH3:3][N:2]([CH3:1])[CH2:4][CH2:5][N:6]1[C:20](=[O:21])[C:15]2[CH:16]=[C:17]([NH:19][C:30]([NH:29][C:26]3[CH:27]=[CH:28][C:23]([Cl:22])=[CH:24][CH:25]=3)=[O:31])[CH:18]=[C:13]3[C:14]=2[C:9](=[CH:10][CH:11]=[CH:12]3)[C:7]1=[O:8]. (2) Given the reactants C(OC([N:8]1[CH2:12][CH2:11][C@@H:10]([NH:13][C:14]2[C:15]3[C:30]([O:31][CH3:32])=[CH:29][N:28]=[CH:27][C:16]=3[N:17]=[C:18]([C:20]3[CH:25]=[CH:24][N:23]=[C:22](Cl)[CH:21]=3)[N:19]=2)[CH2:9]1)=O)(C)(C)C.[O:33]1[CH2:38][CH2:37][CH:36]([C:39]2[CH:44]=[CH:43][C:42]([NH2:45])=[CH:41][CH:40]=2)[CH2:35][CH2:34]1, predict the reaction product. The product is: [CH3:32][O:31][C:30]1[C:15]2[C:14]([NH:13][C@@H:10]3[CH2:11][CH2:12][NH:8][CH2:9]3)=[N:19][C:18]([C:20]3[CH:25]=[CH:24][N:23]=[C:22]([NH:45][C:42]4[CH:41]=[CH:40][C:39]([CH:36]5[CH2:37][CH2:38][O:33][CH2:34][CH2:35]5)=[CH:44][CH:43]=4)[CH:21]=3)=[N:17][C:16]=2[CH:27]=[N:28][CH:29]=1. (3) Given the reactants [NH2:1][C@H:2]([C:5]1[N:6]([CH:17]2[CH2:19][CH2:18]2)[C:7](=[O:16])[C:8]2[C:13]([CH:14]=1)=[CH:12][CH:11]=[CH:10][C:9]=2[Cl:15])[CH2:3][CH3:4].Cl[C:21]1[N:26]=[CH:25][N:24]=[C:23]([NH2:27])[C:22]=1[C:28]1[N:32]=[C:31]([CH3:33])[O:30][N:29]=1.CCN(C(C)C)C(C)C, predict the reaction product. The product is: [NH2:27][C:23]1[N:24]=[CH:25][N:26]=[C:21]([NH:1][C@H:2]([C:5]2[N:6]([CH:17]3[CH2:19][CH2:18]3)[C:7](=[O:16])[C:8]3[C:13]([CH:14]=2)=[CH:12][CH:11]=[CH:10][C:9]=3[Cl:15])[CH2:3][CH3:4])[C:22]=1[C:28]1[N:32]=[C:31]([CH3:33])[O:30][N:29]=1. (4) Given the reactants [CH2:1]([CH:8]1[CH:14]([N:15](CC2C=CC=CC=2)CC2C=CC=CC=2)[C:13](=[O:30])[NH:12][C:11]2[CH:31]=[C:32]([F:35])[CH:33]=[CH:34][C:10]=2[O:9]1)[C:2]1[CH:7]=[CH:6][CH:5]=[CH:4][CH:3]=1, predict the reaction product. The product is: [NH2:15][CH:14]1[C:13](=[O:30])[NH:12][C:11]2[CH:31]=[C:32]([F:35])[CH:33]=[CH:34][C:10]=2[O:9][CH:8]1[CH2:1][C:2]1[CH:3]=[CH:4][CH:5]=[CH:6][CH:7]=1. (5) Given the reactants B1C2CCCC1CCC2.[CH3:10][C:11]([CH3:21])([CH2:17][CH2:18][CH:19]=[CH2:20])[C:12]([O:14][CH2:15][CH3:16])=[O:13].[OH-:22].[Na+].OO, predict the reaction product. The product is: [CH3:21][C:11]([CH3:10])([CH2:17][CH2:18][CH2:19][CH2:20][OH:22])[C:12]([O:14][CH2:15][CH3:16])=[O:13]. (6) Given the reactants [Cl:1][C:2]1[C:3]([N:8]2[CH2:17][CH2:16][C:15]3[C:14]([NH:18][C:19]4[CH:28]=[C:27]5[C:22]([C:23]([CH3:33])([CH3:32])[CH2:24][N:25](C(=O)C)[CH2:26]5)=[CH:21][CH:20]=4)=[N:13][CH:12]=[N:11][C:10]=3[CH2:9]2)=[N:4][CH:5]=[CH:6][CH:7]=1.Cl.C([O-])([O-])=O.[Na+].[Na+], predict the reaction product. The product is: [Cl:1][C:2]1[C:3]([N:8]2[CH2:17][CH2:16][C:15]3[C:14]([NH:18][C:19]4[CH:28]=[C:27]5[C:22]([C:23]([CH3:33])([CH3:32])[CH2:24][NH:25][CH2:26]5)=[CH:21][CH:20]=4)=[N:13][CH:12]=[N:11][C:10]=3[CH2:9]2)=[N:4][CH:5]=[CH:6][CH:7]=1.